The task is: Predict the reactants needed to synthesize the given product.. This data is from Full USPTO retrosynthesis dataset with 1.9M reactions from patents (1976-2016). (1) Given the product [C:10]([C:8]1[C:7]([C:12]2[CH:17]=[C:16]([C:18]([F:21])([F:20])[F:19])[CH:15]=[C:14]([S:22]([N:27]3[CH2:32][CH2:31][CH2:30][CH2:29][CH2:28]3)(=[O:24])=[O:23])[CH:13]=2)=[CH:6][N:5]([CH2:4][C:3]([OH:2])=[O:26])[CH:9]=1)#[N:11], predict the reactants needed to synthesize it. The reactants are: C[O:2][C:3](=[O:26])[CH2:4][N:5]1[CH:9]=[C:8]([C:10]#[N:11])[C:7]([C:12]2[CH:17]=[C:16]([C:18]([F:21])([F:20])[F:19])[CH:15]=[C:14]([S:22](Cl)(=[O:24])=[O:23])[CH:13]=2)=[CH:6]1.[NH:27]1[CH2:32][CH2:31][CH2:30][CH2:29][CH2:28]1.CCN(CC)CC.[Li+].[OH-]. (2) Given the product [CH3:1][O:2][C:3](=[O:17])[C:4]1[CH:9]=[CH:8][C:7]([C:10]([Cl:18])=[N:11][OH:12])=[CH:6][C:5]=1[C:13]([F:15])([F:14])[F:16], predict the reactants needed to synthesize it. The reactants are: [CH3:1][O:2][C:3](=[O:17])[C:4]1[CH:9]=[CH:8][C:7]([CH:10]=[N:11][OH:12])=[CH:6][C:5]=1[C:13]([F:16])([F:15])[F:14].[Cl:18]N1C(=O)CCC1=O.O. (3) Given the product [F:21][C:22]1[CH:27]=[C:26]([F:28])[CH:25]=[CH:24][C:23]=1[N:29]1[C:33]2=[N:34][C:35]([CH3:39])=[N:36][C:37]([NH:38][CH2:6][C:4]([OH:5])([CH2:3][C:2]([C:12]3[C:20]4[O:19][CH2:18][CH2:17][C:16]=4[CH:15]=[CH:14][CH:13]=3)([CH3:1])[CH3:11])[C:7]([F:10])([F:8])[F:9])=[C:32]2[CH:31]=[N:30]1, predict the reactants needed to synthesize it. The reactants are: [CH3:1][C:2]([C:12]1[C:20]2[O:19][CH2:18][CH2:17][C:16]=2[CH:15]=[CH:14][CH:13]=1)([CH3:11])[CH2:3][C:4]1([C:7]([F:10])([F:9])[F:8])[CH2:6][O:5]1.[F:21][C:22]1[CH:27]=[C:26]([F:28])[CH:25]=[CH:24][C:23]=1[N:29]1[C:33]2=[N:34][C:35]([CH3:39])=[N:36][C:37]([NH2:38])=[C:32]2[CH:31]=[N:30]1. (4) Given the product [CH3:1][C:2]1[S:6][CH:5]=[C:4](/[CH:7]=[C:8](/[C@H:10]2[O:27][C:25](=[O:26])[CH2:24][C@H:23]([OH:28])[C:22]([CH3:30])([CH3:29])[C:20](=[O:21])[C@H:19]([CH3:31])[C@@H:18]([OH:32])[C@@H:17]([CH3:33])[CH2:16][CH2:15][CH2:14][C@H:13]3[O:39][C@H:12]3[CH2:11]2)\[CH3:9])[N:3]=1, predict the reactants needed to synthesize it. The reactants are: [CH3:1][C:2]1[S:6][CH:5]=[C:4](/[CH:7]=[C:8](/[C@H:10]2[O:27][C:25](=[O:26])[CH2:24][C@H:23]([OH:28])[C:22]([CH3:30])([CH3:29])[C:20](=[O:21])[C@H:19]([CH3:31])[C@@H:18]([OH:32])[C@@H:17]([CH3:33])[CH2:16][CH2:15][CH2:14][CH:13]=[CH:12][CH2:11]2)\[CH3:9])[N:3]=1.C(C(C)=[O:39])(F)(F)F.OS([O-])(=O)=O.[K+].C([O-])(O)=O.[Na+].CSC. (5) The reactants are: [OH-].[CH2:2]([N+:5]1([CH3:11])[CH2:10][CH2:9][O:8][CH2:7][CH2:6]1)[CH:3]=[CH2:4].[CH3:12][O:13][CH2:14][C:15]([OH:17])=[O:16]. Given the product [CH3:12][O:13][CH2:14][C:15]([O-:17])=[O:16].[CH2:2]([N+:5]1([CH3:11])[CH2:10][CH2:9][O:8][CH2:7][CH2:6]1)[CH:3]=[CH2:4], predict the reactants needed to synthesize it. (6) Given the product [C:23]([O:22][C:20]([N:27]1[CH2:31][CH2:30][CH2:29][C@@H:28]1[C:32](=[O:33])[NH:18][C:16]1[CH:17]=[C:12]([C:9]2[CH:10]=[CH:11][C:6]([C:4]([O:3][CH2:1][CH3:2])=[O:5])=[CH:7][CH:8]=2)[C:13]([Cl:19])=[CH:14][CH:15]=1)=[O:21])([CH3:26])([CH3:25])[CH3:24], predict the reactants needed to synthesize it. The reactants are: [CH2:1]([O:3][C:4]([C:6]1[CH:11]=[CH:10][C:9]([C:12]2[CH:17]=[C:16]([NH2:18])[CH:15]=[CH:14][C:13]=2[Cl:19])=[CH:8][CH:7]=1)=[O:5])[CH3:2].[C:20]([N:27]1[CH2:31][CH2:30][CH2:29][C@@H:28]1[C:32](O)=[O:33])([O:22][C:23]([CH3:26])([CH3:25])[CH3:24])=[O:21].CN(C(ON1N=NC2C=CC=CC1=2)=[N+](C)C)C.F[P-](F)(F)(F)(F)F.CN1CCOCC1. (7) The reactants are: I[C:2]1[CH:6]=[CH:5][S:4][C:3]=1[C:7]1[CH:12]=[CH:11][N:10]=[C:9]([NH:13][CH2:14][CH2:15][N:16]2[C:20]([CH3:22])([CH3:21])[C:19](=[O:23])[NH:18][C:17]2=[O:24])[N:8]=1.[F-].[K+].C([Si](CC)(CC)[C:30]([F:33])([F:32])[F:31])C.CN(C=O)C. Given the product [CH3:21][C:20]1([CH3:22])[N:16]([CH2:15][CH2:14][NH:13][C:9]2[N:8]=[C:7]([C:3]3[S:4][CH:5]=[CH:6][C:2]=3[C:30]([F:33])([F:32])[F:31])[CH:12]=[CH:11][N:10]=2)[C:17](=[O:24])[NH:18][C:19]1=[O:23], predict the reactants needed to synthesize it. (8) Given the product [Cl:13][C:11]1[CH:10]=[CH:9][C:8]([O:14][CH:15]([F:17])[F:16])=[C:7]([C:5]2[N:6]=[C:2]([C:32]#[C:31][CH2:30][OH:33])[S:3][C:4]=2[NH:18][C:19]([C:21]2[CH:22]=[N:23][N:24]3[CH:29]=[CH:28][CH:27]=[N:26][C:25]=23)=[O:20])[CH:12]=1, predict the reactants needed to synthesize it. The reactants are: Br[C:2]1[S:3][C:4]([NH:18][C:19]([C:21]2[CH:22]=[N:23][N:24]3[CH:29]=[CH:28][CH:27]=[N:26][C:25]=23)=[O:20])=[C:5]([C:7]2[CH:12]=[C:11]([Cl:13])[CH:10]=[CH:9][C:8]=2[O:14][CH:15]([F:17])[F:16])[N:6]=1.[CH2:30]([OH:33])[C:31]#[CH:32].C(N(CC)CC)C. (9) Given the product [S:26]1[CH:27]=[N:28][N:29]=[C:25]1[NH:24][C:1]([C:4]12[CH2:9][CH2:8][C:7]([NH:12][CH2:13][C:14]([N:16]3[CH2:20][C@@H:19]([F:21])[CH2:18][C@H:17]3[C:22]#[N:23])=[O:15])([CH2:10][CH2:11]1)[CH2:6][CH2:5]2)=[O:3], predict the reactants needed to synthesize it. The reactants are: [C:1]([C:4]12[CH2:11][CH2:10][C:7]([NH:12][CH2:13][C:14]([N:16]3[CH2:20][C@@H:19]([F:21])[CH2:18][C@H:17]3[C:22]#[N:23])=[O:15])([CH2:8][CH2:9]1)[CH2:6][CH2:5]2)([OH:3])=O.[NH2:24][C:25]1[S:26][CH:27]=[N:28][N:29]=1. (10) The reactants are: [F:1][C:2]1[CH:19]=[CH:18][C:5]([CH2:6][N:7]2[C:15]3[C:10](=[CH:11][CH:12]=[CH:13][CH:14]=3)[C:9]([CH2:16][OH:17])=[N:8]2)=[CH:4][CH:3]=1.Br[CH2:21][C:22]([OH:24])=[O:23].[H-].[Na+]. Given the product [F:1][C:2]1[CH:3]=[CH:4][C:5]([CH2:6][N:7]2[C:15]3[C:10](=[CH:11][CH:12]=[CH:13][CH:14]=3)[C:9]([CH2:16][O:17][CH2:21][C:22]([OH:24])=[O:23])=[N:8]2)=[CH:18][CH:19]=1, predict the reactants needed to synthesize it.